From a dataset of CYP2C19 inhibition data for predicting drug metabolism from PubChem BioAssay. Regression/Classification. Given a drug SMILES string, predict its absorption, distribution, metabolism, or excretion properties. Task type varies by dataset: regression for continuous measurements (e.g., permeability, clearance, half-life) or binary classification for categorical outcomes (e.g., BBB penetration, CYP inhibition). Dataset: cyp2c19_veith. (1) The compound is Cn1c(=O)c(-c2ccc(Cl)cc2)nc2cnc(N3CCOCC3)nc21. The result is 0 (non-inhibitor). (2) The molecule is N#Cc1ccccc1-c1ccc2ncnc(N3CCNCC3)c2c1. The result is 0 (non-inhibitor). (3) The compound is C/C(CCC(=O)OC[C@@H]1O[C@H](C#Cc2ccccc2)C=C[C@@H]1Oc1ccc(C)cc1)=N/O[C@@H](C)c1cn([C@H]2COC[C@H]2O)nn1. The result is 0 (non-inhibitor). (4) The molecule is CC(=O)Nc1c(C)cc(OCC(=O)O)cc1C. The result is 0 (non-inhibitor). (5) The molecule is O=C(O)Cc1ccc([N+](=O)[O-])cc1[N+](=O)[O-]. The result is 0 (non-inhibitor). (6) The compound is COCC(=O)N1CCC2(CC1)CCN(c1ccc(-c3ccccc3)cc1)CC2. The result is 0 (non-inhibitor).